This data is from Reaction yield outcomes from USPTO patents with 853,638 reactions. The task is: Predict the reaction yield, written as a fraction of the theoretical maximum amount of product (1.0 means a 100% yield; for example, 0.34 means a 34% yield). (1) The reactants are [CH2:1]([O:8][C:9]1[CH:10]=[C:11]2[C:16](=[CH:17][CH:18]=1)[N:15]=[C:14]([C:19]([N+:26]([O-])=O)([CH3:25])[C:20]([O:22][CH2:23][CH3:24])=[O:21])[CH:13]=[CH:12]2)[CH2:2][CH2:3][CH2:4][CH2:5][CH2:6][CH3:7].C(O)(=O)C. The catalyst is [Zn]. The product is [NH2:26][C:19]([C:14]1[CH:13]=[CH:12][C:11]2[C:16](=[CH:17][CH:18]=[C:9]([O:8][CH2:1][CH2:2][CH2:3][CH2:4][CH2:5][CH2:6][CH3:7])[CH:10]=2)[N:15]=1)([CH3:25])[C:20]([O:22][CH2:23][CH3:24])=[O:21]. The yield is 0.140. (2) The reactants are [H-].[Na+].[F:3][C:4]1[CH:5]=[C:6]([CH:19]=[CH:20][CH:21]=1)[CH2:7][N:8]1[CH:13]=[CH:12][C:11]([O:14]C)=[C:10]([C:16]#[N:17])[C:9]1=[O:18].Cl. The catalyst is CN(C=O)C. The product is [F:3][C:4]1[CH:5]=[C:6]([CH:19]=[CH:20][CH:21]=1)[CH2:7][N:8]1[CH:13]=[CH:12][C:11]([OH:14])=[C:10]([C:16]#[N:17])[C:9]1=[O:18]. The yield is 0.910. (3) The reactants are [F:1][C:2]([F:19])([F:18])[C:3]1[CH:8]=[CH:7][C:6](B2OC(C)(C)C(C)(C)O2)=[CH:5][CH:4]=1.C(N(C(C)C)C(C)C)C.[C:29]([O:33][C@@H:34]([C:39]1[C:40](I)=[C:41]2[C:48]3[CH2:49][CH2:50][CH2:51][CH2:52][C:47]=3[S:46][C:42]2=[N:43][C:44]=1[CH3:45])[C:35]([O:37][CH3:38])=[O:36])([CH3:32])([CH3:31])[CH3:30]. The catalyst is O1CCOCC1.C(OCC)(=O)C.O.C1C=CC([P]([Pd]([P](C2C=CC=CC=2)(C2C=CC=CC=2)C2C=CC=CC=2)([P](C2C=CC=CC=2)(C2C=CC=CC=2)C2C=CC=CC=2)[P](C2C=CC=CC=2)(C2C=CC=CC=2)C2C=CC=CC=2)(C2C=CC=CC=2)C2C=CC=CC=2)=CC=1. The product is [C:29]([O:33][C@@H:34]([C:39]1[C:40]([C:6]2[CH:5]=[CH:4][C:3]([C:2]([F:1])([F:18])[F:19])=[CH:8][CH:7]=2)=[C:41]2[C:48]3[CH2:49][CH2:50][CH2:51][CH2:52][C:47]=3[S:46][C:42]2=[N:43][C:44]=1[CH3:45])[C:35]([O:37][CH3:38])=[O:36])([CH3:32])([CH3:30])[CH3:31]. The yield is 0.720. (4) The product is [Br:2][C:3]1[CH:4]=[C:5]([Cl:11])[C:6]([CH2:9][N:10]2[C:15](=[O:16])[C:14]3[C:13](=[CH:21][CH:20]=[CH:19][CH:18]=3)[C:12]2=[O:17])=[N:7][CH:8]=1. The catalyst is C1(C)C=CC=CC=1. The reactants are Cl.[Br:2][C:3]1[CH:4]=[C:5]([Cl:11])[C:6]([CH2:9][NH2:10])=[N:7][CH:8]=1.[C:12]1(=O)[O:17][C:15](=[O:16])[C:14]2=[CH:18][CH:19]=[CH:20][CH:21]=[C:13]12. The yield is 0.650. (5) The reactants are C([O:5][C:6]([C@H:8]1[CH2:12][CH2:11][CH2:10][N:9]1[C:13](=[O:54])[CH2:14][O:15][C:16]1[CH:21]=[C:20]([O:22][CH2:23][C:24](=[O:37])[N:25]2[CH2:29][CH2:28][CH2:27][C@@H:26]2[C:30]([O:32]C(C)(C)C)=[O:31])[CH:19]=[C:18]([O:38][CH2:39][C:40]([N:42]2[CH2:46][CH2:45][CH2:44][C@@H:43]2[C:47]([O:49]C(C)(C)C)=[O:48])=[O:41])[CH:17]=1)=[O:7])(C)(C)C. The catalyst is FC(F)(F)C(O)=O. The product is [C:47]([C@H:43]1[CH2:44][CH2:45][CH2:46][N:42]1[C:40](=[O:41])[CH2:39][O:38][C:18]1[CH:19]=[C:20]([CH:21]=[C:16]([O:15][CH2:14][C:13](=[O:54])[N:9]2[CH2:10][CH2:11][CH2:12][C@@H:8]2[C:6]([OH:7])=[O:5])[CH:17]=1)[O:22][CH2:23][C:24]([N:25]1[CH2:29][CH2:28][CH2:27][C@@H:26]1[C:30]([OH:32])=[O:31])=[O:37])([OH:49])=[O:48]. The yield is 0.920. (6) The reactants are [CH:1]([N:3]([CH2:12][C@@H:13]([CH2:34][CH2:35][CH2:36][CH2:37][CH3:38])[C:14]([N:16]1[C@H:20]([C:21](O)=[O:22])[CH2:19][CH2:18][N:17]1[C:24]([O:26][CH2:27][C:28]1[CH:33]=[CH:32][CH:31]=[CH:30][CH:29]=1)=[O:25])=[O:15])[O:4][CH2:5][C:6]1[CH:11]=[CH:10][CH:9]=[CH:8][CH:7]=1)=[O:2].[N:39]1[CH:44]=[CH:43][CH:42]=[C:41]([NH2:45])[N:40]=1.ClC1N=C(OC)N=C(OC)N=1.CN1CCOCC1. The catalyst is C(#N)C.C(OCC)(=O)C. The product is [CH:1]([N:3]([CH2:12][C@@H:13]([CH2:34][CH2:35][CH2:36][CH2:37][CH3:38])[C:14]([N:16]1[C@H:20]([C:21]([NH:45][C:41]2[N:40]=[N:39][CH:44]=[CH:43][CH:42]=2)=[O:22])[CH2:19][CH2:18][N:17]1[C:24]([O:26][CH2:27][C:28]1[CH:33]=[CH:32][CH:31]=[CH:30][CH:29]=1)=[O:25])=[O:15])[O:4][CH2:5][C:6]1[CH:7]=[CH:8][CH:9]=[CH:10][CH:11]=1)=[O:2]. The yield is 0.790. (7) The reactants are [C:1](Cl)(=[O:8])[C:2]1[CH:7]=[CH:6][CH:5]=[CH:4][CH:3]=1.[NH2:10][C:11]1[N:15](C(OC(C)(C)C)=O)[N:14]=[C:13]([CH2:23][CH2:24][C:25]2[CH:30]=[C:29]([O:31][CH3:32])[CH:28]=[C:27]([O:33][CH3:34])[CH:26]=2)[CH:12]=1.N1C=CC=CC=1.C(O)(C(F)(F)F)=O. The catalyst is C(Cl)Cl. The product is [CH3:32][O:31][C:29]1[CH:30]=[C:25]([CH2:24][CH2:23][C:13]2[CH:12]=[C:11]([NH:10][C:1](=[O:8])[C:2]3[CH:7]=[CH:6][CH:5]=[CH:4][CH:3]=3)[NH:15][N:14]=2)[CH:26]=[C:27]([O:33][CH3:34])[CH:28]=1. The yield is 0.660. (8) The reactants are [F:1][C:2]1[CH:3]=[C:4]([C:8]2[N:13]=[CH:12][C:11]([C:14]([NH:16][CH:17]3[CH2:20][N:19](C(OC(C)(C)C)=O)[CH2:18]3)=[O:15])=[CH:10][N:9]=2)[CH:5]=[CH:6][CH:7]=1.Cl. The catalyst is CO.O1CCOCC1.CCOCC. The product is [NH:19]1[CH2:20][CH:17]([NH:16][C:14]([C:11]2[CH:12]=[N:13][C:8]([C:4]3[CH:5]=[CH:6][CH:7]=[C:2]([F:1])[CH:3]=3)=[N:9][CH:10]=2)=[O:15])[CH2:18]1. The yield is 0.720.